From a dataset of Full USPTO retrosynthesis dataset with 1.9M reactions from patents (1976-2016). Predict the reactants needed to synthesize the given product. (1) The reactants are: Br[C:2]1[CH:10]=[N:9][C:8]([Cl:11])=[C:7]2[C:3]=1[CH:4]=[CH:5][NH:6]2.[CH3:12][O-:13].[Na+].Cl.[CH3:16][OH:17]. Given the product [CH3:12][O:13][C:2]1[CH:10]=[N:9][C:8]([Cl:11])=[C:7]2[C:3]=1[CH:4]=[CH:5][NH:6]2.[CH3:12][O:13][C:2]1[CH:10]=[N:9][C:8]([O:17][CH3:16])=[C:7]2[C:3]=1[CH:4]=[CH:5][NH:6]2, predict the reactants needed to synthesize it. (2) Given the product [Br:29][C:24]1[CH:25]=[CH:26][CH:27]=[C:28]2[C:23]=1[N:22]([CH2:34][CH2:35][O:36][CH2:37][CH3:38])[CH:21]=[C:20]2[CH:17]1[CH2:18][CH2:19][N:14]([CH2:13][CH2:12][O:11][C:5]2[CH:6]=[CH:7][C:8]([CH3:10])=[CH:9][C:4]=2[C:3]([OH:30])=[O:2])[CH2:15][CH2:16]1, predict the reactants needed to synthesize it. The reactants are: C[O:2][C:3](=[O:30])[C:4]1[CH:9]=[C:8]([CH3:10])[CH:7]=[CH:6][C:5]=1[O:11][CH2:12][CH2:13][N:14]1[CH2:19][CH2:18][CH:17]([C:20]2[C:28]3[C:23](=[C:24]([Br:29])[CH:25]=[CH:26][CH:27]=3)[NH:22][CH:21]=2)[CH2:16][CH2:15]1.[H-].[Na+].Br[CH2:34][CH2:35][O:36][CH2:37][CH3:38]. (3) Given the product [CH3:19][O:20][CH2:21][O:1][CH:2]1[CH2:7][CH2:6][N:5]([C:8]#[N:9])[CH2:4][CH2:3]1, predict the reactants needed to synthesize it. The reactants are: [OH:1][CH:2]1[CH2:7][CH2:6][N:5]([C:8]#[N:9])[CH2:4][CH2:3]1.C(N(C(C)C)CC)(C)C.[CH3:19][O:20][CH2:21]Cl.O. (4) Given the product [C:19]([O:18][C:16]([NH:1][C@H:2]([CH2:6][O:7][CH:8]([F:10])[F:9])[C:3]([OH:5])=[O:4])=[O:17])([CH3:22])([CH3:21])[CH3:20], predict the reactants needed to synthesize it. The reactants are: [NH2:1][C@H:2]([CH2:6][O:7][CH:8]([F:10])[F:9])[C:3]([OH:5])=[O:4].C(=O)(O)[O-].[Na+].[C:16](O[C:16]([O:18][C:19]([CH3:22])([CH3:21])[CH3:20])=[O:17])([O:18][C:19]([CH3:22])([CH3:21])[CH3:20])=[O:17]. (5) Given the product [Cl:1][CH2:2][C:3]([C:16]1[CH:17]=[CH:18][C:13]([O:12][C:6]2[CH:11]=[CH:10][CH:9]=[CH:8][CH:7]=2)=[CH:14][CH:15]=1)=[O:4], predict the reactants needed to synthesize it. The reactants are: [Cl:1][CH2:2][C:3](Cl)=[O:4].[C:6]1([O:12][C:13]2[CH:18]=[CH:17][CH:16]=[CH:15][CH:14]=2)[CH:11]=[CH:10][CH:9]=[CH:8][CH:7]=1.[Al+3].[Cl-].[Cl-].[Cl-]. (6) Given the product [CH2:1]([O:8][C@@H:9]1[C@@H:14]([O:15][CH2:16][C:17]2[CH:22]=[CH:21][CH:20]=[CH:19][CH:18]=2)[C@@H:13]([O:23][CH2:24][C:25]2[CH:30]=[CH:29][CH:28]=[CH:27][CH:26]=2)[C@@H:12]([CH2:31][O:32][CH2:33][C:34]2[CH:39]=[CH:38][CH:37]=[CH:36][CH:35]=2)[O:11][C@@:10]21[C:51]1[S:50][C:49]3[C:44](=[CH:45][CH:46]=[CH:47][C:48]=3[CH2:52][Cl:55])[C:43]=1[CH2:42][CH2:41][O:40]2)[C:2]1[CH:7]=[CH:6][CH:5]=[CH:4][CH:3]=1, predict the reactants needed to synthesize it. The reactants are: [CH2:1]([O:8][C@@H:9]1[C@@H:14]([O:15][CH2:16][C:17]2[CH:22]=[CH:21][CH:20]=[CH:19][CH:18]=2)[C@@H:13]([O:23][CH2:24][C:25]2[CH:30]=[CH:29][CH:28]=[CH:27][CH:26]=2)[C@@H:12]([CH2:31][O:32][CH2:33][C:34]2[CH:39]=[CH:38][CH:37]=[CH:36][CH:35]=2)[O:11][C@@:10]21[C:51]1[S:50][C:49]3[C:44](=[CH:45][CH:46]=[CH:47][C:48]=3[CH2:52]O)[C:43]=1[CH2:42][CH2:41][O:40]2)[C:2]1[CH:7]=[CH:6][CH:5]=[CH:4][CH:3]=1.C(Cl)(Cl)(Cl)[Cl:55].C1(P(C2C=CC=CC=2)C2C=CC=CC=2)C=CC=CC=1. (7) The reactants are: [CH3:1][O:2][C:3]([C:5]1[C:10]([Cl:11])=[CH:9][N:8]=[C:7](S(C)(=O)=O)[N:6]=1)=[O:4].[NH2:16][C:17]1[CH:22]=[CH:21][CH:20]=[CH:19][CH:18]=1. Given the product [CH3:1][O:2][C:3]([C:5]1[C:10]([Cl:11])=[CH:9][N:8]=[C:7]([NH:16][C:17]2[CH:22]=[CH:21][CH:20]=[CH:19][CH:18]=2)[N:6]=1)=[O:4], predict the reactants needed to synthesize it. (8) Given the product [CH3:17][NH:18][C:2]1[C:11]([C:12]([O:14][CH2:15][CH3:16])=[O:13])=[CH:10][C:9]2[C:4](=[N:5][CH:6]=[CH:7][CH:8]=2)[N:3]=1, predict the reactants needed to synthesize it. The reactants are: Cl[C:2]1[C:11]([C:12]([O:14][CH2:15][CH3:16])=[O:13])=[CH:10][C:9]2[C:4](=[N:5][CH:6]=[CH:7][CH:8]=2)[N:3]=1.[CH3:17][NH2:18]. (9) Given the product [S:9]1[CH:13]=[CH:12][CH:11]=[C:10]1[C:14]1[N:3]([CH2:4][C:5]([OH:7])=[O:6])[C:2](=[S:1])[NH:17][N:16]=1, predict the reactants needed to synthesize it. The reactants are: [S:1]=[C:2]=[N:3][CH2:4][C:5]([O:7]C)=[O:6].[S:9]1[CH:13]=[CH:12][CH:11]=[C:10]1[C:14]([NH:16][NH2:17])=O. (10) Given the product [NH:12]1[CH2:13][CH2:14][CH:9]([CH2:8][CH2:7][CH2:6][C:4]([O:3][CH2:1][CH3:2])=[O:5])[CH2:10][CH2:11]1, predict the reactants needed to synthesize it. The reactants are: [CH2:1]([O:3][C:4]([CH2:6][CH2:7][CH2:8][CH:9]1[CH2:14][CH2:13][N:12](C(OC(C)(C)C)=O)[CH2:11][CH2:10]1)=[O:5])[CH3:2].